Regression. Given a peptide amino acid sequence and an MHC pseudo amino acid sequence, predict their binding affinity value. This is MHC class I binding data. From a dataset of Peptide-MHC class I binding affinity with 185,985 pairs from IEDB/IMGT. (1) The peptide sequence is DFPWGEGDDY. The MHC is Mamu-A01 with pseudo-sequence Mamu-A01. The binding affinity (normalized) is 0. (2) The peptide sequence is RYSIFFDY. The MHC is HLA-B07:02 with pseudo-sequence HLA-B07:02. The binding affinity (normalized) is 0. (3) The peptide sequence is YLVAYQATV. The MHC is HLA-A02:02 with pseudo-sequence HLA-A02:02. The binding affinity (normalized) is 0.961. (4) The peptide sequence is TMKHKKATY. The MHC is HLA-A30:02 with pseudo-sequence HLA-A30:02. The binding affinity (normalized) is 0.345.